This data is from Forward reaction prediction with 1.9M reactions from USPTO patents (1976-2016). The task is: Predict the product of the given reaction. (1) Given the reactants [C:1]([CH2:4][CH2:5][C:6]1[C:10]([CH3:11])=[C:9]([CH:12]=O)[NH:8][C:7]=1[CH3:14])([OH:3])=[O:2].[Cl:15][C:16]1[C:17]([CH3:26])=[C:18]2[C:22](=[CH:23][CH:24]=1)[NH:21][C:20](=[O:25])[CH2:19]2, predict the reaction product. The product is: [Cl:15][C:16]1[C:17]([CH3:26])=[C:18]2[C:22](=[CH:23][CH:24]=1)[NH:21][C:20](=[O:25])[C:19]2=[CH:12][C:9]1[NH:8][C:7]([CH3:14])=[C:6]([CH2:5][CH2:4][C:1]([OH:3])=[O:2])[C:10]=1[CH3:11]. (2) Given the reactants [Br:1][C:2]1[CH:7]=[CH:6][C:5]([CH2:8][OH:9])=[C:4]([N+:10]([O-])=O)[CH:3]=1.[Cl-].[NH4+].C(O)C, predict the reaction product. The product is: [NH2:10][C:4]1[CH:3]=[C:2]([Br:1])[CH:7]=[CH:6][C:5]=1[CH2:8][OH:9]. (3) Given the reactants Br[C:2]1[CH:3]=[C:4]([NH:8][CH2:9][CH:10]([OH:22])[CH2:11][N:12]2[CH2:21][CH2:20][C:19]3[C:14](=[CH:15][CH:16]=[CH:17][CH:18]=3)[CH2:13]2)[CH:5]=[CH:6][CH:7]=1.O.[CH3:24][N:25]1[C:29]2[CH:30]=[C:31](B3OC(C)(C)C(C)(C)O3)[CH:32]=[CH:33][C:28]=2[N:27]=[CH:26]1.C([O-])([O-])=O.[Cs+].[Cs+], predict the reaction product. The product is: [CH2:13]1[C:14]2[C:19](=[CH:18][CH:17]=[CH:16][CH:15]=2)[CH2:20][CH2:21][N:12]1[CH2:11][CH:10]([OH:22])[CH2:9][NH:8][C:4]1[CH:5]=[CH:6][CH:7]=[C:2]([C:31]2[CH:32]=[CH:33][C:28]3[N:27]=[CH:26][N:25]([CH3:24])[C:29]=3[CH:30]=2)[CH:3]=1. (4) Given the reactants [Cl:1][C:2]1[N:7]=[C:6]([NH:8][CH:9]([CH2:12][CH3:13])[CH2:10][CH3:11])[C:5]([C:14]#[C:15][CH:16]([O:20][CH2:21][CH3:22])[O:17][CH2:18][CH3:19])=[CH:4][N:3]=1.CCCC[N+](CCCC)(CCCC)CCCC.[F-], predict the reaction product. The product is: [Cl:1][C:2]1[N:3]=[CH:4][C:5]2[CH:14]=[C:15]([CH:16]([O:20][CH2:21][CH3:22])[O:17][CH2:18][CH3:19])[N:8]([CH:9]([CH2:12][CH3:13])[CH2:10][CH3:11])[C:6]=2[N:7]=1. (5) Given the reactants [S:1]1[C:5]([NH:6][S:7]([C:10]2[CH:11]=[CH:12][C:13]3[NH:18][CH2:17][CH2:16][O:15][C:14]=3[CH:19]=2)(=[O:9])=[O:8])=[N:4][CH:3]=[N:2]1.Br[C:21]1[CH:28]=[CH:27][CH:26]=[CH:25][C:22]=1[C:23]#[N:24].CC1(C)C2C(=C(P(C3C=CC=CC=3)C3C=CC=CC=3)C=CC=2)OC2C(P(C3C=CC=CC=3)C3C=CC=CC=3)=CC=CC1=2.C(=O)([O-])[O-].[Cs+].[Cs+], predict the reaction product. The product is: [C:23]([C:22]1[CH:25]=[CH:26][CH:27]=[CH:28][C:21]=1[N:18]1[CH2:17][CH2:16][O:15][C:14]2[CH:19]=[C:10]([S:7]([NH:6][C:5]3[S:1][N:2]=[CH:3][N:4]=3)(=[O:9])=[O:8])[CH:11]=[CH:12][C:13]1=2)#[N:24]. (6) Given the reactants C([O:3][C:4](=[O:38])[CH:5]([O:35][CH2:36][CH3:37])[CH2:6][C:7]1[CH:12]=[CH:11][C:10]([O:13][CH:14]([C:18]2[S:22][C:21]([C:23]3[CH:28]=[CH:27][C:26]([C:29]([F:32])([F:31])[F:30])=[CH:25][CH:24]=3)=[N:20][C:19]=2[CH3:33])[CH:15]([CH3:17])[CH3:16])=[CH:9][C:8]=1[CH3:34])C.[Li+].[OH-], predict the reaction product. The product is: [CH2:36]([O:35][CH:5]([CH2:6][C:7]1[CH:12]=[CH:11][C:10]([O:13][CH:14]([C:18]2[S:22][C:21]([C:23]3[CH:24]=[CH:25][C:26]([C:29]([F:30])([F:31])[F:32])=[CH:27][CH:28]=3)=[N:20][C:19]=2[CH3:33])[CH:15]([CH3:16])[CH3:17])=[CH:9][C:8]=1[CH3:34])[C:4]([OH:38])=[O:3])[CH3:37].